Dataset: Peptide-MHC class II binding affinity with 134,281 pairs from IEDB. Task: Regression. Given a peptide amino acid sequence and an MHC pseudo amino acid sequence, predict their binding affinity value. This is MHC class II binding data. The peptide sequence is HGLDVKFHTQAFSAH. The MHC is HLA-DQA10501-DQB10302 with pseudo-sequence HLA-DQA10501-DQB10302. The binding affinity (normalized) is 0.419.